Dataset: Forward reaction prediction with 1.9M reactions from USPTO patents (1976-2016). Task: Predict the product of the given reaction. (1) Given the reactants [C:1]1([C:17]2[CH:22]=[CH:21][CH:20]=[CH:19][CH:18]=2)[CH:6]=[CH:5][C:4]([CH2:7]B2OC(C)(C)C(C)(C)O2)=[CH:3][CH:2]=1.C(Cl)Cl.C(=O)([O-])O.[Na+].Br[C:32]1[C:39]([C:40]#[N:41])=[C:38]([O:42][CH:43]([CH3:45])[CH3:44])[C:37]([O:46][CH:47]([CH3:49])[CH3:48])=[CH:36][C:33]=1[C:34]#[N:35], predict the reaction product. The product is: [C:1]1([C:17]2[CH:18]=[CH:19][CH:20]=[CH:21][CH:22]=2)[CH:2]=[CH:3][C:4]([CH2:7][C:32]2[C:39]([C:40]#[N:41])=[C:38]([O:42][CH:43]([CH3:44])[CH3:45])[C:37]([O:46][CH:47]([CH3:49])[CH3:48])=[CH:36][C:33]=2[C:34]#[N:35])=[CH:5][CH:6]=1. (2) The product is: [Cl:27][CH:28]([CH3:32])[C:29]([NH:17][C:13]1[CH:14]=[CH:15][CH:16]=[C:11]([C:2]2[CH:3]=[N:4][C:5]3[C:10](=[CH:9][CH:8]=[CH:7][CH:6]=3)[N:1]=2)[CH:12]=1)=[O:30]. Given the reactants [N:1]1[C:10]2[C:5](=[CH:6][CH:7]=[CH:8][CH:9]=2)[N:4]=[CH:3][C:2]=1[C:11]1[CH:12]=[C:13]([NH2:17])[CH:14]=[CH:15][CH:16]=1.C(N(C(C)C)CC)(C)C.[Cl:27][CH:28]([CH3:32])[C:29](Cl)=[O:30], predict the reaction product. (3) Given the reactants N1(CCCCC[CH2:13][C:14]2[C:18]3[N:19]=[C:20]([CH2:35][CH2:36][CH2:37][CH3:38])[N:21]=[C:22]([NH:23][CH2:24][C:25]4[CH:30]=[CH:29][C:28]([O:31][CH3:32])=[CH:27][C:26]=4[O:33][CH3:34])[C:17]=3[NH:16][N:15]=2)CCCCCC1.C(C1N=[C:45]([NH:59][CH2:60][C:61]2C=C[C:64](OC)=[CH:63][C:62]=2[O:69]C)[C:46]2NN=[C:49]([C:52]#CCCCCCl)[C:47]=2N=1)CCC.OC1CCNCC1, predict the reaction product. The product is: [CH2:35]([C:20]1[N:21]=[C:22]([NH:23][CH2:24][C:25]2[CH:30]=[CH:29][C:28]([O:31][CH3:32])=[CH:27][C:26]=2[O:33][CH3:34])[C:17]2[NH:16][N:15]=[C:14]([CH2:13][CH2:52][CH2:49][CH2:47][CH2:46][CH2:45][N:59]3[CH2:60][CH2:61][CH:62]([OH:69])[CH2:63][CH2:64]3)[C:18]=2[N:19]=1)[CH2:36][CH2:37][CH3:38]. (4) Given the reactants [CH:1]([C:4]1[CH:11]=[CH:10][C:7]([CH2:8]Cl)=[CH:6][CH:5]=1)([CH3:3])[CH3:2].[CH3:12][C:13]([CH3:15])=[O:14], predict the reaction product. The product is: [CH:1]([C:4]1[CH:11]=[CH:10][C:7]([CH2:8][C:13]([CH3:15])([OH:14])[CH3:12])=[CH:6][CH:5]=1)([CH3:3])[CH3:2].